Task: Predict the product of the given reaction.. Dataset: Forward reaction prediction with 1.9M reactions from USPTO patents (1976-2016) (1) Given the reactants [NH2:1][C:2]1[N:3]=[C:4]([NH:19][CH:20]2[CH2:25][CH2:24][NH:23][CH2:22][CH2:21]2)[C:5]2[N:11]=[C:10]([C:12]3[CH:17]=[CH:16][C:15]([F:18])=[CH:14][CH:13]=3)[CH:9]=[CH:8][C:6]=2[N:7]=1.[O:26]([CH2:33][C:34](Cl)=[O:35])[C:27]1[CH:32]=[CH:31][CH:30]=[CH:29][CH:28]=1, predict the reaction product. The product is: [NH2:1][C:2]1[N:3]=[C:4]([NH:19][CH:20]2[CH2:25][CH2:24][N:23]([C:34](=[O:35])[CH2:33][O:26][C:27]3[CH:32]=[CH:31][CH:30]=[CH:29][CH:28]=3)[CH2:22][CH2:21]2)[C:5]2[N:11]=[C:10]([C:12]3[CH:13]=[CH:14][C:15]([F:18])=[CH:16][CH:17]=3)[CH:9]=[CH:8][C:6]=2[N:7]=1. (2) Given the reactants [CH3:1][C:2]1[NH:3][C:4]2[C:9]([CH:10]=1)=[CH:8][C:7]([NH2:11])=[CH:6][CH:5]=2.Cl[C:13]1[CH:18]=[CH:17][N:16]=[C:15]2[CH:19]=[C:20]([C:22]3[CH:27]=[CH:26][CH:25]=[C:24]([CH3:28])[N:23]=3)[S:21][C:14]=12, predict the reaction product. The product is: [CH3:1][C:2]1[NH:3][C:4]2[C:9]([CH:10]=1)=[CH:8][C:7]([NH:11][C:13]1[CH:18]=[CH:17][N:16]=[C:15]3[CH:19]=[C:20]([C:22]4[CH:27]=[CH:26][CH:25]=[C:24]([CH3:28])[N:23]=4)[S:21][C:14]=13)=[CH:6][CH:5]=2.